Dataset: Forward reaction prediction with 1.9M reactions from USPTO patents (1976-2016). Task: Predict the product of the given reaction. The product is: [Cl:1][C:2]1[CH:3]=[CH:4][C:5]([C:8]2[C:16]3[S:15][C:14]([CH:17]=[C:18]([CH3:19])[CH3:20])=[N:13][C:12]=3[CH:11]=[C:10]([CH3:21])[C:9]=2[OH:22])=[CH:6][CH:7]=1. Given the reactants [Cl:1][C:2]1[CH:7]=[CH:6][C:5]([C:8]2[C:16]3[S:15][C:14]([CH:17]=[C:18]([CH3:20])[CH3:19])=[N:13][C:12]=3[CH:11]=[C:10]([CH3:21])[C:9]=2[O:22]C)=[CH:4][CH:3]=1, predict the reaction product.